The task is: Regression. Given two drug SMILES strings and cell line genomic features, predict the synergy score measuring deviation from expected non-interaction effect.. This data is from NCI-60 drug combinations with 297,098 pairs across 59 cell lines. (1) Drug 1: C1=CC=C(C=C1)NC(=O)CCCCCCC(=O)NO. Drug 2: CN(C(=O)NC(C=O)C(C(C(CO)O)O)O)N=O. Cell line: IGROV1. Synergy scores: CSS=-0.210, Synergy_ZIP=0.344, Synergy_Bliss=1.61, Synergy_Loewe=2.65, Synergy_HSA=-0.918. (2) Drug 1: C1C(C(OC1N2C=NC3=C2NC=NCC3O)CO)O. Drug 2: C(CCl)NC(=O)N(CCCl)N=O. Cell line: SF-295. Synergy scores: CSS=14.4, Synergy_ZIP=-3.58, Synergy_Bliss=1.54, Synergy_Loewe=-0.140, Synergy_HSA=0.913.